Task: Regression. Given a peptide amino acid sequence and an MHC pseudo amino acid sequence, predict their binding affinity value. This is MHC class I binding data.. Dataset: Peptide-MHC class I binding affinity with 185,985 pairs from IEDB/IMGT (1) The peptide sequence is TTRAWFDKK. The MHC is HLA-A26:01 with pseudo-sequence HLA-A26:01. The binding affinity (normalized) is 0.0847. (2) The peptide sequence is ETYKELKAH. The MHC is HLA-A26:02 with pseudo-sequence HLA-A26:02. The binding affinity (normalized) is 0.770. (3) The peptide sequence is TSNLQEQIGW. The MHC is HLA-A02:03 with pseudo-sequence HLA-A02:03. The binding affinity (normalized) is 0. (4) The peptide sequence is KNYPASLHK. The MHC is HLA-B48:01 with pseudo-sequence YYSEYREISTNTYESNLYLSYNYYSLAVLAYEWY. The binding affinity (normalized) is 0.0847.